From a dataset of Catalyst prediction with 721,799 reactions and 888 catalyst types from USPTO. Predict which catalyst facilitates the given reaction. (1) Reactant: C[O:2][C:3](=[O:34])[CH2:4][N:5]1[C:13]2[C:8](=[CH:9][C:10]([F:14])=[CH:11][CH:12]=2)[C:7]([CH2:15][C:16]2[CH:21]=[CH:20][CH:19]=[CH:18][C:17]=2[S:22](=[O:32])(=[O:31])[N:23]([CH3:30])[C:24]2[CH:29]=[CH:28][CH:27]=[CH:26][CH:25]=2)=[C:6]1[CH3:33].[OH-].[Na+].Cl. Product: [F:14][C:10]1[CH:9]=[C:8]2[C:13](=[CH:12][CH:11]=1)[N:5]([CH2:4][C:3]([OH:34])=[O:2])[C:6]([CH3:33])=[C:7]2[CH2:15][C:16]1[CH:21]=[CH:20][CH:19]=[CH:18][C:17]=1[S:22](=[O:32])(=[O:31])[N:23]([CH3:30])[C:24]1[CH:25]=[CH:26][CH:27]=[CH:28][CH:29]=1. The catalyst class is: 7. (2) Reactant: Cl[C:2]1[N:7]=[CH:6][C:5]([O:8][C:9]2[CH:10]=[C:11]([N:15]([CH3:17])[CH3:16])[CH:12]=[CH:13][CH:14]=2)=[CH:4][CH:3]=1.[F:18][C:19]1[CH:25]=[CH:24][C:22]([NH2:23])=[CH:21][C:20]=1[O:26][CH3:27].C1(P(C2C=CC=CC=2)C2C3OC4C(=CC=CC=4P(C4C=CC=CC=4)C4C=CC=CC=4)C(C)(C)C=3C=CC=2)C=CC=CC=1.C(=O)([O-])[O-].[Cs+].[Cs+]. Product: [CH3:16][N:15]([CH3:17])[C:11]1[CH:10]=[C:9]([CH:14]=[CH:13][CH:12]=1)[O:8][C:5]1[CH:4]=[CH:3][C:2]([NH:23][C:22]2[CH:24]=[CH:25][C:19]([F:18])=[C:20]([O:26][CH3:27])[CH:21]=2)=[N:7][CH:6]=1. The catalyst class is: 155. (3) Reactant: C[Si](C)(C)[O:3][C:4]1[N:13]=[C:12]([O:14][Si](C)(C)C)[C:11]2[C:6](=[CH:7][CH:8]=[CH:9][CH:10]=2)[N:5]=1.Br[CH2:22][C:23]1[CH:24]=[CH:25][C:26]([F:33])=[C:27]([CH:32]=1)[C:28]([O:30][CH3:31])=[O:29].O1CCOCC1.CO. Product: [F:33][C:26]1[CH:25]=[CH:24][C:23]([CH2:22][N:5]2[C:6]3[C:11](=[CH:10][CH:9]=[CH:8][CH:7]=3)[C:12](=[O:14])[NH:13][C:4]2=[O:3])=[CH:32][C:27]=1[C:28]([O:30][CH3:31])=[O:29]. The catalyst class is: 3. (4) Reactant: Br[CH2:2]/[CH:3]=[CH:4]/[CH2:5][O:6][CH2:7][C@H:8]1[CH2:13][CH2:12][C@H:11]([CH2:14][N:15]([CH3:29])[S:16]([C:19]2[CH:24]=[CH:23][C:22]([C:25]([F:28])([F:27])[F:26])=[CH:21][CH:20]=2)(=[O:18])=[O:17])[CH2:10][CH2:9]1.[OH:30][CH2:31][CH2:32][NH:33][CH2:34][CH2:35][OH:36]. Product: [OH:30][CH2:31][CH2:32][N:33]([CH2:34][CH2:35][OH:36])[CH2:2]/[CH:3]=[CH:4]/[CH2:5][O:6][CH2:7][C@H:8]1[CH2:13][CH2:12][C@H:11]([CH2:14][N:15]([CH3:29])[S:16]([C:19]2[CH:24]=[CH:23][C:22]([C:25]([F:28])([F:27])[F:26])=[CH:21][CH:20]=2)(=[O:18])=[O:17])[CH2:10][CH2:9]1. The catalyst class is: 80. (5) Reactant: [Li+].[OH-:2].O.OO.C([C@@H]1COC(=O)N1[C:19](=[O:41])[C@@H:20]([C:34]1[CH:39]=[CH:38][C:37]([Cl:40])=[CH:36][CH:35]=1)[CH2:21][N:22]([CH2:30][CH:31]1[CH2:33][CH2:32]1)[C:23](=[O:29])[O:24][C:25]([CH3:28])([CH3:27])[CH3:26])C1C=CC=CC=1. Product: [C:25]([O:24][C:23]([N:22]([CH2:30][CH:31]1[CH2:33][CH2:32]1)[CH2:21][C@H:20]([C:34]1[CH:35]=[CH:36][C:37]([Cl:40])=[CH:38][CH:39]=1)[C:19]([OH:41])=[O:2])=[O:29])([CH3:27])([CH3:26])[CH3:28]. The catalyst class is: 1. (6) Reactant: N1([O:10][C:11]2[C:12]3[O:19][CH:18]=[C:17]([CH:20]4[CH2:25][CH2:24][N:23]([C:26]([O:28][C:29]([CH3:32])([CH3:31])[CH3:30])=[O:27])[CH2:22][CH2:21]4)[C:13]=3[N:14]=[CH:15][N:16]=2)C2C=CC=CC=2N=N1.[CH3:33][S:34]([C:37]1[CH:42]=[CH:41][C:40](O)=[CH:39][CH:38]=1)(=[O:36])=[O:35].C(=O)([O-])[O-].[K+].[K+]. Product: [CH3:33][S:34]([C:37]1[CH:42]=[CH:41][C:40]([O:10][C:11]2[C:12]3[O:19][CH:18]=[C:17]([CH:20]4[CH2:21][CH2:22][N:23]([C:26]([O:28][C:29]([CH3:30])([CH3:32])[CH3:31])=[O:27])[CH2:24][CH2:25]4)[C:13]=3[N:14]=[CH:15][N:16]=2)=[CH:39][CH:38]=1)(=[O:36])=[O:35]. The catalyst class is: 6. (7) Reactant: [Br:1]Br.[F:3][C:4]1[C:9]([CH2:10]O)=[C:8]([F:12])[CH:7]=[CH:6][C:5]=1[NH:13][S:14]([CH2:17][CH2:18][CH3:19])(=[O:16])=[O:15]. Product: [Br:1][CH2:10][C:9]1[C:4]([F:3])=[C:5]([NH:13][S:14]([CH2:17][CH2:18][CH3:19])(=[O:16])=[O:15])[CH:6]=[CH:7][C:8]=1[F:12]. The catalyst class is: 10. (8) Reactant: [CH2:1]([O:3][C:4]([N:6]1[C:10]2=[N:11][CH:12]=[CH:13][CH:14]=[C:9]2[C:8]([CH:15]2[CH2:20][CH:19]=CCN2C(OCC)=O)=[CH:7]1)=[O:5])[CH3:2]. Product: [CH2:1]([O:3][C:4]([N:6]1[C:10]2=[N:11][CH:12]=[CH:13][CH:14]=[C:9]2[C:8]([CH:15]2[CH2:20][CH2:19][N:6]([C:4]([O:3][CH2:1][CH3:2])=[O:5])[CH2:7][CH2:8]2)=[CH:7]1)=[O:5])[CH3:2]. The catalyst class is: 5. (9) Reactant: [Br:1][C:2]1[CH:7]=[CH:6][C:5]([CH:8]2[CH2:11][C:10](=O)[CH2:9]2)=[CH:4][CH:3]=1.[CH3:13][C@@H:14]1[CH2:18][CH2:17][CH2:16][NH:15]1. Product: [Br:1][C:2]1[CH:7]=[CH:6][C:5]([C@@H:8]2[CH2:11][C@H:10]([N:15]3[CH2:16][CH2:17][CH2:18][C@H:14]3[CH3:13])[CH2:9]2)=[CH:4][CH:3]=1. The catalyst class is: 548. (10) Reactant: [Si:1]([O:8][CH2:9][C:10]1[CH:15]=[C:14]([Cl:16])[CH:13]=[CH:12][C:11]=1[C:17]1[C:26]2[C:21](=[CH:22][C:23]([S:27](OC3C(F)=C(F)C(F)=C(F)C=3F)(=[O:29])=[O:28])=[CH:24][CH:25]=2)[CH:20]=[CH:19][N:18]=1)([C:4]([CH3:7])([CH3:6])[CH3:5])([CH3:3])[CH3:2].[O:42]1[CH:46]=[CH:45][C:44]([NH2:47])=[N:43]1.C[Si]([N-][Si](C)(C)C)(C)C.[Li+]. Product: [Si:1]([O:8][CH2:9][C:10]1[CH:15]=[C:14]([Cl:16])[CH:13]=[CH:12][C:11]=1[C:17]1[C:26]2[C:21](=[CH:22][C:23]([S:27]([NH:47][C:44]3[CH:45]=[CH:46][O:42][N:43]=3)(=[O:29])=[O:28])=[CH:24][CH:25]=2)[CH:20]=[CH:19][N:18]=1)([C:4]([CH3:6])([CH3:5])[CH3:7])([CH3:3])[CH3:2]. The catalyst class is: 1.